Dataset: Full USPTO retrosynthesis dataset with 1.9M reactions from patents (1976-2016). Task: Predict the reactants needed to synthesize the given product. (1) Given the product [ClH:15].[CH:7]([N:8]1[CH2:19][CH:17]([OH:18])[CH2:16]1)([C:1]1[CH:2]=[CH:3][CH:4]=[CH:5][CH:6]=1)[C:9]1[CH:10]=[CH:11][CH:12]=[CH:13][CH:14]=1, predict the reactants needed to synthesize it. The reactants are: [C:1]1([CH:7]([C:9]2[CH:14]=[CH:13][CH:12]=[CH:11][CH:10]=2)[NH2:8])[CH:6]=[CH:5][CH:4]=[CH:3][CH:2]=1.[Cl:15][CH2:16][CH:17]1[CH2:19][O:18]1. (2) Given the product [CH3:1][O:2][C:3](=[O:7])[CH:4]([NH:5][C:21](=[O:22])[C:20]1[CH:24]=[CH:25][C:17]([C:16]([F:15])([F:26])[F:27])=[CH:18][CH:19]=1)[CH3:6], predict the reactants needed to synthesize it. The reactants are: [CH3:1][O:2][C:3](=[O:7])[CH:4]([CH3:6])[NH2:5].C(N(CC)CC)C.[F:15][C:16]([F:27])([F:26])[C:17]1[CH:25]=[CH:24][C:20]([C:21](Cl)=[O:22])=[CH:19][CH:18]=1.Cl. (3) Given the product [C:1]([O:9][C@H:10]1[CH2:15][CH2:14][CH2:13][C@@H:12]([OH:16])[C@@H:11]1[C:24]1[N:28]([CH3:29])[N:27]=[CH:26][CH:25]=1)(=[O:8])[C:2]1[CH:3]=[CH:4][CH:5]=[CH:6][CH:7]=1, predict the reactants needed to synthesize it. The reactants are: [C:1]([O:9][C@H:10]1[CH2:15][CH2:14][CH2:13][C@@H:12]([O:16]CC2C=CC=CC=2)[C@@H:11]1[C:24]1[N:28]([CH3:29])[N:27]=[CH:26][CH:25]=1)(=[O:8])[C:2]1[CH:7]=[CH:6][CH:5]=[CH:4][CH:3]=1. (4) Given the product [C:15](=[N:13][C:8]1[CH:7]=[C:6]2[C:11](=[CH:10][C:9]=1[CH3:12])[C:2]([Cl:1])=[N:3][CH:4]=[CH:5]2)([C:16]1[CH:21]=[CH:20][CH:19]=[CH:18][CH:17]=1)[C:22]1[CH:27]=[CH:26][CH:25]=[CH:24][CH:23]=1, predict the reactants needed to synthesize it. The reactants are: [Cl:1][C:2]1[C:11]2[C:6](=[CH:7][C:8]([NH2:13])=[C:9]([CH3:12])[CH:10]=2)[CH:5]=[CH:4][N:3]=1.Cl.[C:15](=N)([C:22]1[CH:27]=[CH:26][CH:25]=[CH:24][CH:23]=1)[C:16]1[CH:21]=[CH:20][CH:19]=[CH:18][CH:17]=1. (5) Given the product [F:8][C:6]1[CH:5]=[C:4]([CH2:9][C:10]([NH:12][C@H:13]([C:15]([NH:26][C@@H:25]([CH2:27][CH2:28][CH2:29][CH3:30])[C:24]([O:23][C:19]([CH3:20])([CH3:21])[CH3:22])=[O:31])=[O:17])[CH3:14])=[O:11])[CH:3]=[C:2]([F:1])[CH:7]=1, predict the reactants needed to synthesize it. The reactants are: [F:1][C:2]1[CH:3]=[C:4]([CH2:9][C:10]([NH:12][C@H:13]([C:15]([OH:17])=O)[CH3:14])=[O:11])[CH:5]=[C:6]([F:8])[CH:7]=1.Cl.[C:19]([O:23][C:24](=[O:31])[C@H:25]([CH2:27][CH2:28][CH2:29][CH3:30])[NH2:26])([CH3:22])([CH3:21])[CH3:20].